Dataset: Forward reaction prediction with 1.9M reactions from USPTO patents (1976-2016). Task: Predict the product of the given reaction. Given the reactants [F:1][C:2]1[CH:7]=[CH:6][C:5]([C:8]2[C:13]([C:14]([O:16][CH3:17])=[O:15])=[CH:12][CH:11]=[CH:10][N:9]=2)=[CH:4][CH:3]=1.C1C=C(Cl)C=C(C(OO)=[O:26])C=1, predict the reaction product. The product is: [F:1][C:2]1[CH:7]=[CH:6][C:5]([C:8]2[C:13]([C:14]([O:16][CH3:17])=[O:15])=[CH:12][CH:11]=[CH:10][N+:9]=2[O-:26])=[CH:4][CH:3]=1.